This data is from NCI-60 drug combinations with 297,098 pairs across 59 cell lines. The task is: Regression. Given two drug SMILES strings and cell line genomic features, predict the synergy score measuring deviation from expected non-interaction effect. Drug 1: CC1=CC2C(CCC3(C2CCC3(C(=O)C)OC(=O)C)C)C4(C1=CC(=O)CC4)C. Drug 2: CCC1(CC2CC(C3=C(CCN(C2)C1)C4=CC=CC=C4N3)(C5=C(C=C6C(=C5)C78CCN9C7C(C=CC9)(C(C(C8N6C=O)(C(=O)OC)O)OC(=O)C)CC)OC)C(=O)OC)O.OS(=O)(=O)O. Cell line: HOP-62. Synergy scores: CSS=24.0, Synergy_ZIP=6.76, Synergy_Bliss=13.4, Synergy_Loewe=6.06, Synergy_HSA=8.52.